From a dataset of Forward reaction prediction with 1.9M reactions from USPTO patents (1976-2016). Predict the product of the given reaction. (1) Given the reactants [F:1][C:2]1[CH:3]=[C:4]([NH:28]S(C2C=CC(C)=CC=2)(=O)=O)[CH:5]=[CH:6][C:7]=1[O:8][C:9]1[CH:14]=[CH:13][N:12]=[C:11]2[N:15](S(C3C=CC(C)=CC=3)(=O)=O)[CH2:16][CH2:17][C:10]=12.[OH-].[Na+], predict the reaction product. The product is: [NH:15]1[C:11]2=[N:12][CH:13]=[CH:14][C:9]([O:8][C:7]3[CH:6]=[CH:5][C:4]([NH2:28])=[CH:3][C:2]=3[F:1])=[C:10]2[CH2:17][CH2:16]1. (2) Given the reactants C[O-].[Na+].Cl.[NH2:5][C:6]([NH2:8])=[NH:7].O1CCCC1.Cl.[Cl:15][C:16]([C:18]1[C:26]2[C:21](=[CH:22][CH:23]=[CH:24][CH:25]=2)[N:20]([C:27]2[C:36]3[C:31](=[CH:32][CH:33]=[C:34]([O:37][CH3:38])[CH:35]=3)[N:30]=[CH:29][CH:28]=2)[CH:19]=1)=[O:17], predict the reaction product. The product is: [ClH:15].[NH:7]([C:16]([C:18]1[C:26]2[C:21](=[CH:22][CH:23]=[CH:24][CH:25]=2)[N:20]([C:27]2[C:36]3[C:31](=[CH:32][CH:33]=[C:34]([O:37][CH3:38])[CH:35]=3)[N:30]=[CH:29][CH:28]=2)[CH:19]=1)=[O:17])[C:6]([NH2:8])=[NH:5].